From a dataset of Full USPTO retrosynthesis dataset with 1.9M reactions from patents (1976-2016). Predict the reactants needed to synthesize the given product. Given the product [NH:20]([C:36]([O:38][C:39]([CH3:42])([CH3:40])[CH3:41])=[O:37])[C@H:21]([C:23]([NH:25][C@H:26]([C:28]([NH:30][CH2:31][CH2:32][CH2:33][CH2:34][N:1]([S:8]([C:11]1[CH:19]=[CH:18][C:14]([N+:15]([O-:17])=[O:16])=[CH:13][CH:12]=1)(=[O:9])=[O:10])[C@H:2]([C:4]([O:6][CH3:7])=[O:5])[CH3:3])=[O:29])[CH3:27])=[O:24])[CH3:22], predict the reactants needed to synthesize it. The reactants are: [NH:1]([S:8]([C:11]1[CH:19]=[CH:18][C:14]([N+:15]([O-:17])=[O:16])=[CH:13][CH:12]=1)(=[O:10])=[O:9])[C@H:2]([C:4]([O:6][CH3:7])=[O:5])[CH3:3].[NH:20]([C:36]([O:38][C:39]([CH3:42])([CH3:41])[CH3:40])=[O:37])[C@H:21]([C:23]([NH:25][C@H:26]([C:28]([NH:30][CH2:31][CH2:32][CH2:33][CH2:34]O)=[O:29])[CH3:27])=[O:24])[CH3:22].C1C=CC(P(C2C=CC=CC=2)C2C=CC=CC=2)=CC=1.CC(OC(/N=N/C(OC(C)C)=O)=O)C.